From a dataset of Cav3 T-type calcium channel HTS with 100,875 compounds. Binary Classification. Given a drug SMILES string, predict its activity (active/inactive) in a high-throughput screening assay against a specified biological target. (1) The compound is Clc1c(NC(=O)CN2CCN(CC2)CCC(=O)Nc2c(F)cccc2)cccc1. The result is 0 (inactive). (2) The drug is Clc1ccc(SCC(=O)NCC(C)C)cc1. The result is 0 (inactive). (3) The drug is S(=O)(=O)(N1CCN(CC1)Cc1ccc(cc1)CC)Cc1ccccc1. The result is 0 (inactive).